This data is from Full USPTO retrosynthesis dataset with 1.9M reactions from patents (1976-2016). The task is: Predict the reactants needed to synthesize the given product. (1) The reactants are: Br[C:2]1[CH:7]=[C:6]([N:8]2[CH:12]=[N:11][N:10]=[N:9]2)[CH:5]=[CH:4][C:3]=1[CH2:13][C:14]([OH:16])=[O:15].[Li+].[Cl-].[C:19]1(C)C=CC=C[CH:20]=1. Given the product [CH:19]([C:2]1[CH:7]=[C:6]([N:8]2[CH:12]=[N:11][N:10]=[N:9]2)[CH:5]=[CH:4][C:3]=1[CH2:13][C:14]([OH:16])=[O:15])=[CH2:20], predict the reactants needed to synthesize it. (2) Given the product [P:46]([OH:50])([OH:49])([OH:48])=[O:47].[CH2:22]([O:24][C:25]([CH2:26][CH2:27][NH:28][CH2:13][CH:7]([C:1]1[CH:6]=[CH:5][CH:4]=[CH:3][CH:2]=1)[C:8]([O:10][CH2:11][CH3:12])=[O:9])=[O:29])[CH3:23], predict the reactants needed to synthesize it. The reactants are: [C:1]1([CH2:7][C:8]([O:10][CH2:11][CH3:12])=[O:9])[CH:6]=[CH:5][CH:4]=[CH:3][CH:2]=1.[CH3:13]OC(OC)N(C)C.Cl.[CH2:22]([O:24][C:25](=[O:29])[CH2:26][CH2:27][NH2:28])[CH3:23].C(O[BH-](OC(=O)C)OC(=O)C)(=O)C.[Na+].[OH-].[Na+].[P:46](=[O:50])([OH:49])([OH:48])[OH:47]. (3) Given the product [CH:12]([C:15]1[N:19]=[C:18]([N:20]2[CH2:25][CH2:24][CH:23]([CH2:26][CH2:27][CH2:28][O:1][C:2]3[CH:3]=[C:4]4[C:8](=[CH:9][CH:10]=3)[C:7](=[O:11])[NH:6][CH2:5]4)[CH2:22][CH2:21]2)[O:17][N:16]=1)([CH3:14])[CH3:13], predict the reactants needed to synthesize it. The reactants are: [OH:1][C:2]1[CH:3]=[C:4]2[C:8](=[CH:9][CH:10]=1)[C:7](=[O:11])[NH:6][CH2:5]2.[CH:12]([C:15]1[N:19]=[C:18]([N:20]2[CH2:25][CH2:24][CH:23]([CH2:26][CH2:27][CH2:28]O)[CH2:22][CH2:21]2)[O:17][N:16]=1)([CH3:14])[CH3:13].C1C=CC(P(C2C=CC=CC=2)C2C=CC=CC=2)=CC=1.CC(OC(/N=N/C(OC(C)C)=O)=O)C. (4) Given the product [C:18]([O:17][C:15]([N:12]1[CH2:13][C@@H:9]([O:8][Si:1]([C:4]([CH3:7])([CH3:6])[CH3:5])([CH3:3])[CH3:2])[CH2:10][C:11]1=[O:14])=[O:16])([CH3:21])([CH3:20])[CH3:19], predict the reactants needed to synthesize it. The reactants are: [Si:1]([O:8][C@@H:9]1[CH2:13][NH:12][C:11](=[O:14])[CH2:10]1)([C:4]([CH3:7])([CH3:6])[CH3:5])([CH3:3])[CH3:2].[C:15](O[C:15]([O:17][C:18]([CH3:21])([CH3:20])[CH3:19])=[O:16])([O:17][C:18]([CH3:21])([CH3:20])[CH3:19])=[O:16].C(OCC)(=O)C.